Task: Predict the reaction yield, written as a fraction of the theoretical maximum amount of product (1.0 means a 100% yield; for example, 0.34 means a 34% yield).. Dataset: Reaction yield outcomes from USPTO patents with 853,638 reactions (1) The reactants are Cl[CH2:2][C:3]1[CH:12]=[CH:11][C:10]2[C:5](=[CH:6][CH:7]=[CH:8][CH:9]=2)[N:4]=1.[C-:13]#[N:14].[Na+]. The catalyst is C(O)C.O.CCCCCCC.C(OCC)(=O)C.C1COCC1. The product is [N:4]1[C:5]2[C:10](=[CH:9][CH:8]=[CH:7][CH:6]=2)[CH:11]=[CH:12][C:3]=1[CH2:2][C:13]#[N:14]. The yield is 0.745. (2) The reactants are [C:1]1([C@@H:7]([NH:9][C@H:10]2[CH2:15][CH2:14][N:13]([C:16]([O:18][C:19]([CH3:22])([CH3:21])[CH3:20])=[O:17])[CH2:12][C@H:11]2[C:23]([O:25][CH3:26])=[O:24])[CH3:8])[CH:6]=[CH:5][CH:4]=[CH:3][CH:2]=1.C[O-].[Na+]. The catalyst is CO. The product is [C:1]1([C@@H:7]([NH:9][C@H:10]2[CH2:15][CH2:14][N:13]([C:16]([O:18][C:19]([CH3:22])([CH3:20])[CH3:21])=[O:17])[CH2:12][C@@H:11]2[C:23]([O:25][CH3:26])=[O:24])[CH3:8])[CH:6]=[CH:5][CH:4]=[CH:3][CH:2]=1. The yield is 0.300.